Dataset: Forward reaction prediction with 1.9M reactions from USPTO patents (1976-2016). Task: Predict the product of the given reaction. (1) Given the reactants [C:1]([O:5][C:6]([N:8]1[C@H:12]([CH:13]=[O:14])[CH2:11][C@@H:10]([CH:15]([CH3:17])[CH3:16])[C@@H:9]1[C:18]1[CH:23]=[CH:22][C:21]([O:24][CH3:25])=[C:20]([O:26][CH2:27][CH2:28][CH2:29][O:30][CH3:31])[CH:19]=1)=[O:7])([CH3:4])([CH3:3])[CH3:2].Cl[CH2:33][C@@H:34]([CH:44]([CH3:46])[CH3:45])[CH2:35][O:36][CH2:37][C:38]1[CH:43]=[CH:42][CH:41]=[CH:40][CH:39]=1.[Mg].BrCCBr, predict the reaction product. The product is: [C:1]([O:5][C:6]([N:8]1[C@H:12]([C@@H:13]([OH:14])[CH2:33][C@H:34]([CH2:35][O:36][CH2:37][C:38]2[CH:43]=[CH:42][CH:41]=[CH:40][CH:39]=2)[CH:44]([CH3:45])[CH3:46])[CH2:11][C@@H:10]([CH:15]([CH3:17])[CH3:16])[C@@H:9]1[C:18]1[CH:23]=[CH:22][C:21]([O:24][CH3:25])=[C:20]([O:26][CH2:27][CH2:28][CH2:29][O:30][CH3:31])[CH:19]=1)=[O:7])([CH3:4])([CH3:3])[CH3:2]. (2) Given the reactants [CH3:1][O:2][C:3]1[CH:49]=[CH:48][C:6]([CH2:7][N:8]([CH2:39][C:40]2[CH:45]=[CH:44][C:43]([O:46][CH3:47])=[CH:42][CH:41]=2)[C:9]2[N:14]=[CH:13][C:12]([C:15]3[C:16]4[CH2:29][CH2:28][N:27]([C:30]5[CH:31]=[C:32]([CH:35]=[CH:36][C:37]=5[F:38])[CH:33]=O)[C:17]=4[N:18]=[C:19]([N:21]4[CH2:26][CH2:25][O:24][CH2:23][CH2:22]4)[N:20]=3)=[CH:11][N:10]=2)=[CH:5][CH:4]=1.[C:50]([N:53]1[CH2:58][CH2:57][NH:56][CH2:55][CH2:54]1)(=[O:52])[CH3:51], predict the reaction product. The product is: [C:50]([N:53]1[CH2:58][CH2:57][N:56]([CH2:33][C:32]2[CH:35]=[CH:36][C:37]([F:38])=[C:30]([N:27]3[C:17]4[N:18]=[C:19]([N:21]5[CH2:22][CH2:23][O:24][CH2:25][CH2:26]5)[N:20]=[C:15]([C:12]5[CH:11]=[N:10][C:9]([N:8]([CH2:39][C:40]6[CH:45]=[CH:44][C:43]([O:46][CH3:47])=[CH:42][CH:41]=6)[CH2:7][C:6]6[CH:5]=[CH:4][C:3]([O:2][CH3:1])=[CH:49][CH:48]=6)=[N:14][CH:13]=5)[C:16]=4[CH2:29][CH2:28]3)[CH:31]=2)[CH2:55][CH2:54]1)(=[O:52])[CH3:51].